From a dataset of Full USPTO retrosynthesis dataset with 1.9M reactions from patents (1976-2016). Predict the reactants needed to synthesize the given product. (1) Given the product [C:1]([O:5][C:6]([NH:8][C@H:9]([CH2:20][C:21]1[CH:26]=[C:25]([F:27])[C:24]([F:28])=[CH:23][C:22]=1[F:29])[CH2:10][C:11]([O:13][CH:14]1[CH2:19][CH2:18][CH2:17][CH2:16][CH2:15]1)=[O:12])=[O:7])([CH3:4])([CH3:2])[CH3:3], predict the reactants needed to synthesize it. The reactants are: [C:1]([O:5][C:6]([NH:8][C@H:9]([CH:20](O)[C:21]1[CH:26]=[C:25]([F:27])[C:24]([F:28])=[CH:23][C:22]=1[F:29])[CH2:10][C:11]([O:13][CH:14]1[CH2:19][CH2:18][CH2:17][CH2:16][CH2:15]1)=[O:12])=[O:7])([CH3:4])([CH3:3])[CH3:2].C(O)C. (2) Given the product [Cl:7][C:8]1[CH:13]=[C:12]([N:32]2[CH:36]=[CH:35][CH:34]=[N:33]2)[CH:11]=[CH:10][C:9]=1[C:15]1[S:19][C:18]([N:20]([CH3:31])[CH:21]2[CH2:26][C:25]([CH3:28])([CH3:27])[NH:24][C:23]([CH3:30])([CH3:29])[CH2:22]2)=[N:17][N:16]=1, predict the reactants needed to synthesize it. The reactants are: C([O-])([O-])=O.[Cs+].[Cs+].[Cl:7][C:8]1[CH:13]=[C:12](F)[CH:11]=[CH:10][C:9]=1[C:15]1[S:19][C:18]([N:20]([CH3:31])[CH:21]2[CH2:26][C:25]([CH3:28])([CH3:27])[NH:24][C:23]([CH3:30])([CH3:29])[CH2:22]2)=[N:17][N:16]=1.[NH:32]1[CH:36]=[CH:35][CH:34]=[N:33]1. (3) Given the product [C:25]([N:28]1[CH2:33][CH2:32][N:31]([CH2:2][C:3]2[CH:34]=[CH:7][C:6]([C:9]([NH:11][C:12]3[CH:17]=[CH:16][C:15]([Cl:18])=[C:14]([C:19]4[CH:24]=[CH:23][CH:22]=[CH:21][N:20]=4)[CH:13]=3)=[O:10])=[CH:5][CH:4]=2)[CH2:30][CH2:29]1)(=[O:27])[CH3:26], predict the reactants needed to synthesize it. The reactants are: Br[CH2:2][C:3]1N=[CH:7][C:6]([C:9]([NH:11][C:12]2[CH:17]=[CH:16][C:15]([Cl:18])=[C:14]([C:19]3[CH:24]=[CH:23][CH:22]=[CH:21][N:20]=3)[CH:13]=2)=[O:10])=[CH:5][CH:4]=1.[C:25]([N:28]1[CH2:33][CH2:32][NH:31][CH2:30][CH2:29]1)(=[O:27])[CH3:26].[CH3:34]S(C)=O. (4) Given the product [S:12]1[CH:13]=[CH:14][CH:15]=[C:11]1[C:7]1[N:6]=[C:5]2[S:4][C:3]([C:16](=[O:17])[NH:18][C:19]3[CH:24]=[CH:23][CH:22]=[C:21]([C:25]([F:27])([F:28])[F:26])[CH:20]=3)=[C:2]([NH:1][C:30](=[O:31])[O:32][CH2:33][Cl:34])[C:10]2=[CH:9][CH:8]=1, predict the reactants needed to synthesize it. The reactants are: [NH2:1][C:2]1[C:10]2[C:5](=[N:6][C:7]([C:11]3[S:12][CH:13]=[CH:14][CH:15]=3)=[CH:8][CH:9]=2)[S:4][C:3]=1[C:16]([NH:18][C:19]1[CH:24]=[CH:23][CH:22]=[C:21]([C:25]([F:28])([F:27])[F:26])[CH:20]=1)=[O:17].Cl[C:30]([O:32][CH2:33][Cl:34])=[O:31]. (5) Given the product [CH2:1]([N:3]([CH2:7][CH2:8][N:9]1[C:13](=[O:14])[C:12]2=[CH:15][CH:16]=[CH:17][CH:18]=[C:11]2[C:10]1=[O:19])[CH2:4][CH2:5][O:6][C:47]1[C:42]([N+:39]([O-:41])=[O:40])=[N:43][CH:44]=[CH:45][CH:46]=1)[CH3:2], predict the reactants needed to synthesize it. The reactants are: [CH2:1]([N:3]([CH2:7][CH2:8][N:9]1[C:13](=[O:14])[C:12]2=[CH:15][CH:16]=[CH:17][CH:18]=[C:11]2[C:10]1=[O:19])[CH2:4][CH2:5][OH:6])[CH3:2].C1(P(C2C=CC=CC=2)C2C=CC=CC=2)C=CC=CC=1.[N+:39]([C:42]1[C:47](O)=[CH:46][CH:45]=[CH:44][N:43]=1)([O-:41])=[O:40].N(C(OC(C)C)=O)=NC(OC(C)C)=O. (6) Given the product [NH2:7][C@H:8]1[CH2:14][CH2:13][C@H:12]([N:15]=[N+:16]=[N-:17])[CH2:11][NH:10][C:9]1=[O:18], predict the reactants needed to synthesize it. The reactants are: C(OC(=O)[NH:7][C@H:8]1[CH2:14][CH2:13][C@H:12]([N:15]=[N+:16]=[N-:17])[CH2:11][NH:10][C:9]1=[O:18])(C)(C)C.C(OC(=O)N[C@H]1CC[C@@H](OCCCCCCN=[N+]=[N-])CN(C)C1=O)(C)(C)C. (7) Given the product [NH2:7][CH2:8][C:9]1[C:10](=[O:20])[NH:11][C:12]([CH3:19])=[CH:13][C:14]=1[O:15][CH:16]([F:17])[F:18], predict the reactants needed to synthesize it. The reactants are: C(OC(=O)[NH:7][CH2:8][C:9]1[C:10]([O:20]C)=[N:11][C:12]([CH3:19])=[CH:13][C:14]=1[O:15][CH:16]([F:18])[F:17])(C)(C)C.